This data is from Full USPTO retrosynthesis dataset with 1.9M reactions from patents (1976-2016). The task is: Predict the reactants needed to synthesize the given product. Given the product [F:1][C:2]1[CH:7]=[CH:6][C:5]([CH:8]([CH2:15][CH2:16][O:17][CH:18]2[CH2:23][CH2:22][CH2:21][CH2:20][O:19]2)[C:9]#[N:10])=[C:4]([CH3:11])[CH:3]=1, predict the reactants needed to synthesize it. The reactants are: [F:1][C:2]1[CH:7]=[CH:6][C:5]([CH2:8][C:9]#[N:10])=[C:4]([CH3:11])[CH:3]=1.[H-].[Na+].Br[CH2:15][CH2:16][O:17][CH:18]1[CH2:23][CH2:22][CH2:21][CH2:20][O:19]1.[NH4+].[Cl-].